Dataset: Full USPTO retrosynthesis dataset with 1.9M reactions from patents (1976-2016). Task: Predict the reactants needed to synthesize the given product. (1) Given the product [O:12]=[C:10]1[C:9]2[C:4](=[CH:5][CH:6]=[CH:7][CH:8]=2)[N:3]=[C:2]([S:1][CH2:20][CH2:21][C:22]([O:24][C:25]([CH3:28])([CH3:27])[CH3:26])=[O:23])[NH:11]1, predict the reactants needed to synthesize it. The reactants are: [SH:1][C:2]1[NH:11][C:10](=[O:12])[C:9]2[C:4](=[CH:5][CH:6]=[CH:7][CH:8]=2)[N:3]=1.C(=O)([O-])[O-].[K+].[K+].Br[CH2:20][CH2:21][C:22]([O:24][C:25]([CH3:28])([CH3:27])[CH3:26])=[O:23]. (2) Given the product [CH3:6][S:7][C:8]1[CH:9]=[CH:10][C:11]([N+:17]([O-:19])=[O:18])=[C:12]([CH:16]=1)[CH:13]=[O:14], predict the reactants needed to synthesize it. The reactants are: C1COCC1.[CH3:6][S:7][C:8]1[CH:9]=[CH:10][C:11]([N+:17]([O-:19])=[O:18])=[C:12]([CH:16]=1)[C:13](O)=[O:14].Cl. (3) Given the product [Br:1][C:2]1[CH:10]=[CH:9][C:5]([C:6]([N:13]([O:14][CH3:15])[CH3:12])=[O:7])=[CH:4][N:3]=1, predict the reactants needed to synthesize it. The reactants are: [Br:1][C:2]1[CH:10]=[CH:9][C:5]([C:6](O)=[O:7])=[CH:4][N:3]=1.Cl.[CH3:12][NH:13][O:14][CH3:15].CCN(CC)CC.CCN=C=NCCCN(C)C. (4) The reactants are: CN(CCO)C.[CH2:7]([Li:11])[CH2:8][CH2:9][CH3:10].[C:12]1([C:18]2C=CC=C[N:19]=2)[CH:17]=[CH:16][CH:15]=[CH:14][CH:13]=1. Given the product [Li:11][C:7]1[CH:8]=[CH:9][CH:10]=[C:18]([C:12]2[CH:17]=[CH:16][CH:15]=[CH:14][CH:13]=2)[N:19]=1, predict the reactants needed to synthesize it. (5) Given the product [NH:35]1[C:43]2[C:38](=[C:39]([C:44]3[CH:52]=[C:51]4[C:47]([CH:48]=[N:49][NH:50]4)=[C:46]([NH:59][C:8]([C:3]4[C:2]([CH3:1])=[CH:7][CH:6]=[CH:5][N:4]=4)=[O:10])[CH:45]=3)[CH:40]=[CH:41][CH:42]=2)[CH:37]=[CH:36]1, predict the reactants needed to synthesize it. The reactants are: [CH3:1][C:2]1[C:3]([C:8]([OH:10])=O)=[N:4][CH:5]=[CH:6][CH:7]=1.F[P-](F)(F)(F)(F)F.N1(OC(N(C)C)=[N+](C)C)C2N=CC=CC=2N=N1.[NH:35]1[C:43]2[C:38](=[C:39]([C:44]3[CH:45]=[C:46]([NH2:59])[C:47]4[C:51]([CH:52]=3)=[N:50][N:49](C3CCCCO3)[CH:48]=4)[CH:40]=[CH:41][CH:42]=2)[CH:37]=[CH:36]1. (6) Given the product [CH2:1]([O:3][C:4]([C:6]1[N:7]([CH3:13])[N:8]=[C:9]([CH2:11][CH3:12])[C:10]=1[Cl:15])=[O:5])[CH3:2], predict the reactants needed to synthesize it. The reactants are: [CH2:1]([O:3][C:4]([C:6]1[N:7]([CH3:13])[N:8]=[C:9]([CH2:11][CH3:12])[CH:10]=1)=[O:5])[CH3:2].C(Cl)[Cl:15]. (7) Given the product [Br:32][C:12]1[NH:11][C:10]2[C:9](=[O:15])[N:8]3[C:16]([CH2:19][CH2:20][C:21]4[O:22][C:23]([C:26]5[CH:31]=[CH:30][CH:29]=[CH:28][CH:27]=5)=[N:24][N:25]=4)=[N:17][N:18]=[C:7]3[N:6]([CH2:1][CH2:2][CH2:3][CH2:4][CH3:5])[C:14]=2[N:13]=1, predict the reactants needed to synthesize it. The reactants are: [CH2:1]([N:6]1[C:14]2[N:13]=[CH:12][NH:11][C:10]=2[C:9](=[O:15])[N:8]2[C:16]([CH2:19][CH2:20][C:21]3[O:22][C:23]([C:26]4[CH:31]=[CH:30][CH:29]=[CH:28][CH:27]=4)=[N:24][N:25]=3)=[N:17][N:18]=[C:7]12)[CH2:2][CH2:3][CH2:4][CH3:5].[Br:32]N1C(=O)CCC1=O. (8) Given the product [CH2:14]([O:16][C:17]([C:19]1([NH:28][C:11]([C:9]2[CH:8]=[CH:7][CH:6]=[C:5]3[C:10]=2[N:1]=[CH:2][CH:3]=[CH:4]3)=[O:13])[CH2:27][C:26]2[C:21](=[CH:22][CH:23]=[CH:24][CH:25]=2)[CH2:20]1)=[O:18])[CH3:15], predict the reactants needed to synthesize it. The reactants are: [N:1]1[C:10]2[C:5](=[CH:6][CH:7]=[CH:8][C:9]=2[C:11]([OH:13])=O)[CH:4]=[CH:3][CH:2]=1.[CH2:14]([O:16][C:17]([C:19]1([NH2:28])[CH2:27][C:26]2[C:21](=[CH:22][CH:23]=[CH:24][CH:25]=2)[CH2:20]1)=[O:18])[CH3:15].CN(C(ON1N=NC2C=CC=NC1=2)=[N+](C)C)C.F[P-](F)(F)(F)(F)F.CCN(C(C)C)C(C)C. (9) Given the product [N+:7]([C:10]1[CH:11]=[CH:12][C:13]([C:14]([NH:26][C:27]2[CH:32]=[CH:31][CH:30]=[CH:29][N:28]=2)=[O:16])=[CH:17][CH:18]=1)([O-:9])=[O:8], predict the reactants needed to synthesize it. The reactants are: C(Cl)(=O)C(Cl)=O.[N+:7]([C:10]1[CH:18]=[CH:17][C:13]([C:14]([OH:16])=O)=[CH:12][CH:11]=1)([O-:9])=[O:8].C(N(CC)CC)C.[NH2:26][C:27]1[CH:32]=[CH:31][CH:30]=[CH:29][N:28]=1. (10) Given the product [CH2:15]([N:4]1[C@H:5]([C:9]2[CH:14]=[CH:13][CH:12]=[CH:11][CH:10]=2)[CH:6]=[CH:7][CH2:8][C@H:2]([NH:1][C:37](=[O:38])[C@H:35]([CH3:36])[NH:34][C:32](=[O:33])[CH2:31][C:26]2[CH:27]=[C:28]([F:30])[CH:29]=[C:24]([F:23])[CH:25]=2)[C:3]1=[O:22])[C:16]1[CH:21]=[CH:20][CH:19]=[CH:18][CH:17]=1, predict the reactants needed to synthesize it. The reactants are: [NH2:1][C@H:2]1[CH2:8][CH:7]=[CH:6][C@@H:5]([C:9]2[CH:14]=[CH:13][CH:12]=[CH:11][CH:10]=2)[N:4]([CH2:15][C:16]2[CH:21]=[CH:20][CH:19]=[CH:18][CH:17]=2)[C:3]1=[O:22].[F:23][C:24]1[CH:25]=[C:26]([CH2:31][C:32]([NH:34][C@H:35]([C:37](O)=[O:38])[CH3:36])=[O:33])[CH:27]=[C:28]([F:30])[CH:29]=1.CCN=C=NCCCN(C)C.Cl.CN1CCOCC1.